This data is from Forward reaction prediction with 1.9M reactions from USPTO patents (1976-2016). The task is: Predict the product of the given reaction. Given the reactants [Si]([O:8][CH2:9][CH2:10][N:11]1[C:16](=[O:17])[N:15]2[CH:18]=[N:19][C:20]([C:21]([NH2:23])=[O:22])=[C:14]2[N:13]=[N:12]1)(C(C)(C)C)(C)C.CC(O)=O.O, predict the reaction product. The product is: [OH:8][CH2:9][CH2:10][N:11]1[C:16](=[O:17])[N:15]2[CH:18]=[N:19][C:20]([C:21]([NH2:23])=[O:22])=[C:14]2[N:13]=[N:12]1.